This data is from Reaction yield outcomes from USPTO patents with 853,638 reactions. The task is: Predict the reaction yield, written as a fraction of the theoretical maximum amount of product (1.0 means a 100% yield; for example, 0.34 means a 34% yield). (1) The reactants are Cl[C:2]1[C:7]([C:8]([F:11])([F:10])[F:9])=[CH:6][N:5]=[C:4]([NH:12][CH2:13][C:14]2[CH:19]=[CH:18][CH:17]=[CH:16][C:15]=2[O:20][C:21]([F:24])([F:23])[F:22])[N:3]=1.CC[N:27]([CH:31]([CH3:33])[CH3:32])C(C)C. The catalyst is CN(C=O)C.CCOC(C)=O. The product is [NH2:27][C@H:31]1[CH2:32][CH2:8][C@H:7]([CH2:2][NH:3][C:2]2[C:7]([C:8]([F:11])([F:10])[F:9])=[CH:6][N:5]=[C:4]([NH:12][CH2:13][C:14]3[CH:19]=[CH:18][CH:17]=[CH:16][C:15]=3[O:20][C:21]([F:24])([F:23])[F:22])[N:3]=2)[CH2:6][CH2:33]1. The yield is 0.560. (2) The catalyst is C1(C)C=CC=CC=1. The product is [Si:1]([O:18][CH2:19][C:20]([C:21]1[S:47][C:25]([C:27]2[CH:32]=[CH:31][CH:30]=[C:29]([N+:33]([O-:35])=[O:34])[CH:28]=2)=[CH:24][N:23]=1)([CH3:37])[CH3:36])([C:14]([CH3:17])([CH3:16])[CH3:15])([C:8]1[CH:13]=[CH:12][CH:11]=[CH:10][CH:9]=1)[C:2]1[CH:7]=[CH:6][CH:5]=[CH:4][CH:3]=1. The yield is 0.680. The reactants are [Si:1]([O:18][CH2:19][C:20]([CH3:37])([CH3:36])[C:21]([NH:23][CH2:24][C:25]([C:27]1[CH:32]=[CH:31][CH:30]=[C:29]([N+:33]([O-:35])=[O:34])[CH:28]=1)=O)=O)([C:14]([CH3:17])([CH3:16])[CH3:15])([C:8]1[CH:13]=[CH:12][CH:11]=[CH:10][CH:9]=1)[C:2]1[CH:7]=[CH:6][CH:5]=[CH:4][CH:3]=1.COC1C=CC(P2(SP(C3C=CC(OC)=CC=3)(=S)S2)=[S:47])=CC=1. (3) The reactants are Br[CH2:2][CH:3]([CH3:5])[CH3:4].[Br:6][C:7]1[CH:12]=[CH:11][C:10]([C@@H:13]([NH:15][S:16]([CH2:19][C:20]2[CH:25]=[CH:24][CH:23]=[CH:22][CH:21]=2)(=[O:18])=[O:17])[CH3:14])=[CH:9][CH:8]=1.C([O-])([O-])=O.[K+].[K+]. The catalyst is CC#N. The product is [Br:6][C:7]1[CH:12]=[CH:11][C:10]([C@@H:13]([N:15]([CH2:2][CH:3]([CH3:5])[CH3:4])[S:16]([CH2:19][C:20]2[CH:21]=[CH:22][CH:23]=[CH:24][CH:25]=2)(=[O:18])=[O:17])[CH3:14])=[CH:9][CH:8]=1. The yield is 0.120. (4) The reactants are [CH:1]([C:4]1[O:8][N:7]=[C:6]([C:9]([OH:11])=O)[CH:5]=1)([CH3:3])[CH3:2].C(Cl)(=O)C(Cl)=O.[NH2:18][C:19]1[C:24]([Cl:25])=[C:23]([O:26][CH3:27])[CH:22]=[CH:21][C:20]=1[C:28](=[O:30])[CH3:29].C([O-])(O)=O.[Na+]. The catalyst is C(Cl)Cl.O1CCOCC1.CN(C=O)C. The product is [C:28]([C:20]1[C:19]([NH:18][C:9]([C:6]2[CH:5]=[C:4]([CH:1]([CH3:2])[CH3:3])[O:8][N:7]=2)=[O:11])=[C:24]([Cl:25])[C:23]([O:26][CH3:27])=[CH:22][CH:21]=1)(=[O:30])[CH3:29]. The yield is 0.600. (5) The catalyst is CO.[Zn]. The product is [NH2:18][C:15]1[N:14]=[C:13]([O:19][CH3:20])[C:12]([C:9]2[CH:8]=[C:7]([NH2:21])[C:6]([NH:5][C:1]([CH3:3])([CH3:2])[CH3:4])=[CH:11][CH:10]=2)=[CH:17][N:16]=1. The reactants are [C:1]([NH:5][C:6]1[CH:11]=[CH:10][C:9]([C:12]2[C:13]([O:19][CH3:20])=[N:14][C:15]([NH2:18])=[N:16][CH:17]=2)=[CH:8][C:7]=1[N+:21]([O-])=O)([CH3:4])([CH3:3])[CH3:2].C([O-])=O.[NH4+]. The yield is 0.870. (6) The reactants are [CH2:1]([C:3]([C:21]1[CH:43]=[CH:42][C:24]([O:25][CH2:26][CH2:27][CH2:28][CH2:29][CH2:30][N:31]2C(=O)C3C(=CC=CC=3)C2=O)=[C:23]([CH3:44])[CH:22]=1)([C:6]1[CH:11]=[CH:10][C:9]([C:12]#[C:13][C:14]([CH2:18][CH3:19])([OH:17])[CH2:15][CH3:16])=[C:8]([CH3:20])[CH:7]=1)[CH2:4][CH3:5])[CH3:2].CN. The catalyst is CCO. The product is [NH2:31][CH2:30][CH2:29][CH2:28][CH2:27][CH2:26][O:25][C:24]1[CH:42]=[CH:43][C:21]([C:3]([C:6]2[CH:11]=[CH:10][C:9]([C:12]#[C:13][C:14]([CH2:15][CH3:16])([OH:17])[CH2:18][CH3:19])=[C:8]([CH3:20])[CH:7]=2)([CH2:4][CH3:5])[CH2:1][CH3:2])=[CH:22][C:23]=1[CH3:44]. The yield is 0.200.